Dataset: TCR-epitope binding with 47,182 pairs between 192 epitopes and 23,139 TCRs. Task: Binary Classification. Given a T-cell receptor sequence (or CDR3 region) and an epitope sequence, predict whether binding occurs between them. (1) The epitope is KLSALGINAV. The TCR CDR3 sequence is CASSWCYPQWDEQFF. Result: 0 (the TCR does not bind to the epitope). (2) The epitope is CINGVCWTV. The TCR CDR3 sequence is CASSDGQTEKLFF. Result: 1 (the TCR binds to the epitope). (3) The epitope is GILGFVFTL. The TCR CDR3 sequence is CASSPHRDFYTDTQYF. Result: 1 (the TCR binds to the epitope).